This data is from Reaction yield outcomes from USPTO patents with 853,638 reactions. The task is: Predict the reaction yield, written as a fraction of the theoretical maximum amount of product (1.0 means a 100% yield; for example, 0.34 means a 34% yield). (1) The reactants are Cl[C:2]1[C:7]([O:8][C:9]2[CH:14]=[CH:13][C:12]([F:15])=[CH:11][C:10]=2[F:16])=[CH:6][N:5]=[C:4]([S:17]([CH3:20])(=[O:19])=[O:18])[N:3]=1.[CH3:21][N:22]1[CH:27]=[C:26](B2OC(C)(C)C(C)(C)O2)[CH:25]=[C:24]([CH3:37])[C:23]1=[O:38].[O-]P([O-])([O-])=O.[K+].[K+].[K+].N#N. The catalyst is O1CCOCC1.O.C1C=CC(P(C2C=CC=CC=2)[C-]2C=CC=C2)=CC=1.C1C=CC(P(C2C=CC=CC=2)[C-]2C=CC=C2)=CC=1.Cl[Pd]Cl.[Fe+2]. The product is [F:16][C:10]1[CH:11]=[C:12]([F:15])[CH:13]=[CH:14][C:9]=1[O:8][C:7]1[C:2]([C:26]2[CH:25]=[C:24]([CH3:37])[C:23](=[O:38])[N:22]([CH3:21])[CH:27]=2)=[N:3][C:4]([S:17]([CH3:20])(=[O:19])=[O:18])=[N:5][CH:6]=1. The yield is 0.354. (2) The reactants are [C:1]([S:5][C:6]1[CH:11]=[CH:10][C:9](B2OC(C)(C)C(C)(C)O2)=[CH:8][CH:7]=1)([CH3:4])([CH3:3])[CH3:2].[Br:21][C:22]1[C:27]([O:28][CH3:29])=[CH:26][C:25]([C:30]2[CH:35]=[C:34]([O:36][CH3:37])[C:33](Br)=[CH:32][C:31]=2[O:39][CH3:40])=[C:24]([O:41][CH3:42])[CH:23]=1.C(=O)([O-])[O-].[Na+].[Na+]. The catalyst is C1C=CC([P]([Pd]([P](C2C=CC=CC=2)(C2C=CC=CC=2)C2C=CC=CC=2)([P](C2C=CC=CC=2)(C2C=CC=CC=2)C2C=CC=CC=2)[P](C2C=CC=CC=2)(C2C=CC=CC=2)C2C=CC=CC=2)(C2C=CC=CC=2)C2C=CC=CC=2)=CC=1.C1(C)C=CC=CC=1. The product is [C:1]([S:5][C:6]1[CH:7]=[CH:8][C:9]([C:33]2[C:34]([O:36][CH3:37])=[CH:35][C:30]([C:25]3[CH:26]=[C:27]([O:28][CH3:29])[C:22]([Br:21])=[CH:23][C:24]=3[O:41][CH3:42])=[C:31]([O:39][CH3:40])[CH:32]=2)=[CH:10][CH:11]=1)([CH3:2])([CH3:3])[CH3:4]. The yield is 0.510. (3) The catalyst is O. The product is [F:11][C:8]([F:9])([F:10])[C:7]1[O:12][C:3]([CH2:2][Cl:1])=[N:5][N:6]=1. The reactants are [Cl:1][CH2:2][C:3]([NH:5][NH:6][C:7](=[O:12])[C:8]([F:11])([F:10])[F:9])=O.C(#N)C.P(Cl)(Cl)(Cl)=O.C(OC(C)C)(=O)C. The yield is 0.822. (4) The reactants are O[C@H:2]1[CH2:6][NH:5][C:4](=[O:7])[CH2:3]1.C(N(CC)CC)C.CS(Cl)(=O)=O.[Mn]([O-])(=O)(=O)=O.[N-:25]=[N+:26]=[N-:27].[Na+]. The catalyst is ClCCl.CN(C=O)C.C(OCC)(=O)C. The product is [N:25]([C@@H:2]1[CH2:6][NH:5][C:4](=[O:7])[CH2:3]1)=[N+:26]=[N-:27]. The yield is 0.320. (5) The reactants are C[C:2]1(C)COC(CO[C:10]2[CH:15]=[CH:14]N=[C:12]([CH2:16]S(C3NC4C=CC=CC=4N=3)=O)[C:11]=2C)[O:4][CH2:3]1.[OH-].[Na+]. The catalyst is C(O)C. The product is [CH3:14][CH2:15][CH2:10][CH2:11][CH2:12][CH3:16].[CH2:3]([OH:4])[CH3:2]. The yield is 0.774. (6) The reactants are [Br:1][C:2]1[S:6][C:5]([CH2:7][NH:8][C:9]2[N:17]=[CH:16][C:15]([S:18](=[O:22])(=[O:21])[NH:19][CH3:20])=[CH:14][C:10]=2[C:11]([OH:13])=O)=[CH:4][CH:3]=1.C(N(CC)C(C)C)(C)C.F[P-](F)(F)(F)(F)F.C[N+](C)=C(N(C)C)ON1C2N=CC=CC=2N=N1.[F:56][C:57]1[CH:58]=[C:59]([CH:62]=[CH:63][C:64]=1[F:65])[CH2:60][NH2:61]. The catalyst is CN(C)C=O.CCOC(C)=O. The product is [Br:1][C:2]1[S:6][C:5]([CH2:7][NH:8][C:9]2[N:17]=[CH:16][C:15]([S:18](=[O:22])(=[O:21])[NH:19][CH3:20])=[CH:14][C:10]=2[C:11]([NH:61][CH2:60][C:59]2[CH:62]=[CH:63][C:64]([F:65])=[C:57]([F:56])[CH:58]=2)=[O:13])=[CH:4][CH:3]=1. The yield is 0.340.